This data is from Reaction yield outcomes from USPTO patents with 853,638 reactions. The task is: Predict the reaction yield, written as a fraction of the theoretical maximum amount of product (1.0 means a 100% yield; for example, 0.34 means a 34% yield). The reactants are [O:1]([CH2:8][C:9](Cl)=[O:10])[C:2]1[CH:7]=[CH:6][CH:5]=[CH:4][CH:3]=1.[CH3:12][C:13]([O:16][C:17]([N:19]1[CH2:24][CH2:23][CH:22]([OH:25])[CH:21]([NH2:26])[CH2:20]1)=[O:18])([CH3:15])[CH3:14].C([O-])(O)=O.[Na+]. The catalyst is C(Cl)Cl. The product is [CH3:15][C:13]([O:16][C:17]([N:19]1[CH2:24][CH2:23][CH:22]([OH:25])[CH:21]([NH:26][C:9](=[O:10])[CH2:8][O:1][C:2]2[CH:7]=[CH:6][CH:5]=[CH:4][CH:3]=2)[CH2:20]1)=[O:18])([CH3:12])[CH3:14]. The yield is 0.980.